From a dataset of Full USPTO retrosynthesis dataset with 1.9M reactions from patents (1976-2016). Predict the reactants needed to synthesize the given product. (1) Given the product [CH3:4][O:5][C:6](=[O:7])[C:8](=[C:28]1[CH2:29][CH2:30][N:25]([C:18]([O:20][C:21]([CH3:24])([CH3:23])[CH3:22])=[O:19])[CH2:26][CH2:27]1)[CH3:9], predict the reactants needed to synthesize it. The reactants are: [H-].[Na+].C[CH2:4][O:5][C:6]([CH:8](P(OCC)(OCC)=O)[CH3:9])=[O:7].[C:18]([N:25]1[CH2:30][CH2:29][C:28](=O)[CH2:27][CH2:26]1)([O:20][C:21]([CH3:24])([CH3:23])[CH3:22])=[O:19]. (2) Given the product [F:27][C:14]1[C:13]([C:11]([C:10]2[C:4]3[C:5](=[N:6][CH:7]=[C:2]([C:46]4[CH:47]=[C:48]5[C:52](=[CH:53][CH:54]=4)[NH:51][N:50]=[CH:49]5)[CH:3]=3)[NH:8][CH:9]=2)=[O:12])=[C:18]([F:19])[CH:17]=[CH:16][C:15]=1[NH:20][S:21]([CH2:24][CH2:25][CH3:26])(=[O:22])=[O:23], predict the reactants needed to synthesize it. The reactants are: Br[C:2]1[CH:3]=[C:4]2[C:10]([C:11]([C:13]3[C:14]([F:27])=[C:15]([NH:20][S:21]([CH2:24][CH2:25][CH3:26])(=[O:23])=[O:22])[CH:16]=[CH:17][C:18]=3[F:19])=[O:12])=[CH:9][N:8](C(=O)C3C(Cl)=CC=CC=3Cl)[C:5]2=[N:6][CH:7]=1.CC1(C)C(C)(C)OB([C:46]2[CH:47]=[C:48]3[C:52](=[CH:53][CH:54]=2)[NH:51][N:50]=[CH:49]3)O1.C1(C)C=CC=CC=1.C(=O)([O-])[O-].[K+].[K+]. (3) The reactants are: [CH2:1]([O:5][C:6]1[N:14]=[C:13]2[C:9]([N:10]=[C:11]([O:21]C)[N:12]2[CH2:15][CH2:16][CH2:17][CH2:18][CH2:19]Cl)=[C:8]([NH2:23])[N:7]=1)[CH2:2][CH2:3][CH3:4].CC#N.[N:27]1([CH2:33][CH2:34][OH:35])[CH2:32][CH2:31][NH:30][CH2:29][CH2:28]1.CCN(C(C)C)C(C)C.[I-].[Na+]. Given the product [NH2:23][C:8]1[N:7]=[C:6]([O:5][CH2:1][CH2:2][CH2:3][CH3:4])[N:14]=[C:13]2[C:9]=1[NH:10][C:11](=[O:21])[N:12]2[CH2:15][CH2:16][CH2:17][CH2:18][CH2:19][N:30]1[CH2:31][CH2:32][N:27]([CH2:33][CH2:34][OH:35])[CH2:28][CH2:29]1, predict the reactants needed to synthesize it. (4) Given the product [CH:1]1[CH:5]=[C:4]([CH2:6][N:7]([CH2:11][CH2:12][Cl:13])[CH2:8][CH2:9][Cl:10])[S:3][CH:2]=1.[ClH:14], predict the reactants needed to synthesize it. The reactants are: [CH:1]1[CH:5]=[C:4]([CH2:6][N:7]([CH2:11][CH2:12][Cl:13])[CH2:8][CH2:9][Cl:10])[S:3][CH:2]=1.[ClH:14].[Br-].CN(C=O)C.C(N(CC)CC)C.CCC1(C2C=CC(N)=CC=2)C(=O)NC(=O)CC1.